Dataset: Full USPTO retrosynthesis dataset with 1.9M reactions from patents (1976-2016). Task: Predict the reactants needed to synthesize the given product. The reactants are: CO[C:3]([C@@H:5]1[CH2:10][CH2:9][CH2:8][CH2:7][C@@H:6]1[N:11]([CH2:32][C:33]1[CH:38]=[CH:37][C:36]([F:39])=[CH:35][CH:34]=1)[C:12](=[O:31])[CH2:13][C:14]1[NH:19][C:18]2[CH:20]=[CH:21][C:22]([NH:24][S:25]([CH3:28])(=[O:27])=[O:26])=[CH:23][C:17]=2[S:16](=[O:30])(=[O:29])[N:15]=1)=[O:4].[O-]CC.[Na+].Cl. Given the product [F:39][C:36]1[CH:35]=[CH:34][C:33]([CH2:32][N:11]2[C@@H:6]3[C@@H:5]([CH2:10][CH2:9][CH2:8][CH2:7]3)[C:3]([OH:4])=[C:13]([C:14]3[NH:19][C:18]4[CH:20]=[CH:21][C:22]([NH:24][S:25]([CH3:28])(=[O:26])=[O:27])=[CH:23][C:17]=4[S:16](=[O:30])(=[O:29])[N:15]=3)[C:12]2=[O:31])=[CH:38][CH:37]=1, predict the reactants needed to synthesize it.